Dataset: Forward reaction prediction with 1.9M reactions from USPTO patents (1976-2016). Task: Predict the product of the given reaction. (1) Given the reactants [NH:1]1[CH2:5][CH2:4][CH2:3][CH2:2]1.[Cl:6][C:7]1[N:8]=[C:9]([C:14]([NH:16][CH:17]2[CH2:22][CH2:21][N:20]([C:23]([O:25][C:26]([CH3:29])([CH3:28])[CH3:27])=[O:24])[CH2:19][C:18]2=O)=[O:15])[NH:10][C:11]=1[CH2:12][CH3:13].C([BH3-])#N.[Na+].C(O)(=O)C, predict the reaction product. The product is: [Cl:6][C:7]1[N:8]=[C:9]([C:14]([NH:16][C@@H:17]2[CH2:22][CH2:21][N:20]([C:23]([O:25][C:26]([CH3:27])([CH3:29])[CH3:28])=[O:24])[CH2:19][C@H:18]2[N:1]2[CH2:5][CH2:4][CH2:3][CH2:2]2)=[O:15])[NH:10][C:11]=1[CH2:12][CH3:13]. (2) Given the reactants [H-].[Al+3].[Li+].[H-].[H-].[H-].[CH3:7][O:8][C:9]1[N:14]=[CH:13][C:12]([C:15]2[CH:20]=[CH:19][C:18]([CH2:21][CH2:22][C:23]([O:25]C)=[O:24])=[CH:17][CH:16]=2)=[CH:11][CH:10]=1, predict the reaction product. The product is: [CH3:7][O:8][C:9]1[N:14]=[CH:13][C:12]([C:15]2[CH:20]=[CH:19][C:18]([CH2:21][CH2:22][C:23]([OH:25])=[O:24])=[CH:17][CH:16]=2)=[CH:11][CH:10]=1. (3) Given the reactants [OH-].[Na+].[CH3:3][N:4]1[C:8]([C:9]2[CH:10]=[C:11]([NH:23]C(=O)C)[CH:12]=[CH:13][C:14]=2[O:15][CH2:16][C:17]([CH3:22])([N+:19]([O-:21])=[O:20])[CH3:18])=[CH:7][CH:6]=[N:5]1, predict the reaction product. The product is: [CH3:3][N:4]1[C:8]([C:9]2[CH:10]=[C:11]([CH:12]=[CH:13][C:14]=2[O:15][CH2:16][C:17]([CH3:22])([N+:19]([O-:21])=[O:20])[CH3:18])[NH2:23])=[CH:7][CH:6]=[N:5]1. (4) Given the reactants Br[C:2]1[CH:3]=[CH:4][C:5]([C:8]2[CH2:12][C@@H:11]([CH2:13][O:14][CH2:15][C:16]#[N:17])[O:10][N:9]=2)=[N:6][CH:7]=1.[F:18][C:19]1[CH:20]=[C:21]([N:34]2[CH2:38][C@H:37]([CH2:39][N:40]3[CH:44]=[CH:43][N:42]=[N:41]3)[O:36][C:35]2=[O:45])[CH:22]=[CH:23][C:24]=1B1OC(C)(C)C(C)(C)O1.C(=O)([O-])[O-].[K+].[K+], predict the reaction product. The product is: [F:18][C:19]1[CH:20]=[C:21]([N:34]2[CH2:38][C@H:37]([CH2:39][N:40]3[CH:44]=[CH:43][N:42]=[N:41]3)[O:36][C:35]2=[O:45])[CH:22]=[CH:23][C:24]=1[C:2]1[CH:3]=[CH:4][C:5]([C:8]2[CH2:12][C@@H:11]([CH2:13][O:14][CH2:15][C:16]#[N:17])[O:10][N:9]=2)=[N:6][CH:7]=1. (5) Given the reactants C(=O)([O-])[O-].[K+].[K+].FC(F)(F)C([N:11]=[S:12]([CH3:24])([CH2:14][C:15]1[CH:20]=[CH:19][CH:18]=[C:17]([N+:21]([O-:23])=[O:22])[CH:16]=1)=[O:13])=O, predict the reaction product. The product is: [CH3:24][S:12]([CH2:14][C:15]1[CH:20]=[CH:19][CH:18]=[C:17]([N+:21]([O-:23])=[O:22])[CH:16]=1)(=[NH:11])=[O:13]. (6) Given the reactants [N:1]#[C:2]Br.[I:4][C:5]1[CH:6]=[C:7]([CH:12]=[CH:13][CH:14]=1)[C:8]([NH:10]N)=[O:9].[OH-].[NH4+:16], predict the reaction product. The product is: [NH2:16][N:1]1[CH2:2][N:10]=[C:8]([C:7]2[CH:12]=[CH:13][CH:14]=[C:5]([I:4])[CH:6]=2)[O:9]1. (7) Given the reactants [CH3:1][CH2:2][CH2:3][CH2:4][CH2:5][CH2:6][CH2:7][CH2:8][CH2:9][CH2:10][CH2:11][CH2:12][CH2:13][N+:14]([CH2:17][C:18]1[CH:19]=[CH:20][CH:21]=[CH:22][CH:23]=1)([CH3:16])[CH3:15].[Cl-].[C:25]([OH:35])(=[O:34])/[CH:26]=[CH:27]/[C:28]1[CH:33]=[CH:32][CH:31]=[CH:30][CH:29]=1.CCCCCCCCCCCCC[N+](CC1C=CC=CC=1)(C)C.C(Cl)(Cl)Cl, predict the reaction product. The product is: [CH3:1][CH2:2][CH2:3][CH2:4][CH2:5][CH2:6][CH2:7][CH2:8][CH2:9][CH2:10][CH2:11][CH2:12][CH2:13][N+:14]([CH2:17][C:18]1[CH:19]=[CH:20][CH:21]=[CH:22][CH:23]=1)([CH3:16])[CH3:15].[C:25]([O-:35])(=[O:34])/[CH:26]=[CH:27]/[C:28]1[CH:29]=[CH:30][CH:31]=[CH:32][CH:33]=1. (8) The product is: [ClH:1].[CH:5]1([CH2:7][NH:3][C@@H:4]2[CH2:6][C@H:5]2[C:7]2[CH:8]=[C:9]([CH:19]=[CH:20][CH:21]=2)[C:10]([NH:12][C:13]2[S:14][C:15]([CH3:18])=[N:16][N:17]=2)=[O:11])[CH2:6][CH2:4]1. Given the reactants [ClH:1].Cl.[NH2:3][C@@H:4]1[CH2:6][C@H:5]1[C:7]1[CH:8]=[C:9]([CH:19]=[CH:20][CH:21]=1)[C:10]([NH:12][C:13]1[S:14][C:15]([CH3:18])=[N:16][N:17]=1)=[O:11].C(=O)([O-])O.[Na+].[BH4-].[Na+], predict the reaction product.